From a dataset of Reaction yield outcomes from USPTO patents with 853,638 reactions. Predict the reaction yield, written as a fraction of the theoretical maximum amount of product (1.0 means a 100% yield; for example, 0.34 means a 34% yield). The reactants are [F:1][C:2]([F:20])([F:19])[C:3]1[CH:4]=[C:5]([C:9]2[C:10]3[N:11]([N:15]=[C:16]([NH2:18])[N:17]=3)[CH:12]=[CH:13][CH:14]=2)[CH:6]=[CH:7][CH:8]=1.[CH3:21][O:22][C:23](=[O:31])[C:24]1[CH:29]=[CH:28][C:27](I)=[CH:26][CH:25]=1.C(=O)([O-])[O-].[Cs+].[Cs+]. The catalyst is O1CCOCC1.C([O-])(=O)C.[Pd+2].C([O-])(=O)C.CC1(C)C2C(=C(P(C3C=CC=CC=3)C3C=CC=CC=3)C=CC=2)OC2C(P(C3C=CC=CC=3)C3C=CC=CC=3)=CC=CC1=2. The product is [F:20][C:2]([F:19])([F:1])[C:3]1[CH:4]=[C:5]([C:9]2[C:10]3[N:11]([N:15]=[C:16]([NH:18][C:27]4[CH:28]=[CH:29][C:24]([C:23]([O:22][CH3:21])=[O:31])=[CH:25][CH:26]=4)[N:17]=3)[CH:12]=[CH:13][CH:14]=2)[CH:6]=[CH:7][CH:8]=1. The yield is 0.720.